Dataset: Catalyst prediction with 721,799 reactions and 888 catalyst types from USPTO. Task: Predict which catalyst facilitates the given reaction. (1) Reactant: [CH2:1]([N:8]1[C:12](=[O:13])[CH2:11][S:10][C:9]1=[N:14][C:15]1[CH:16]=[C:17]([CH:20]=[CH:21][C:22]=1[NH:23][CH2:24][CH3:25])[C:18]#[N:19])[C:2]1[CH:7]=[CH:6][CH:5]=[CH:4][CH:3]=1.CO[CH:28](OC)[N:29]([CH3:31])[CH3:30]. Product: [CH2:1]([N:8]1[C:12](=[O:13])[C:11](=[CH:28][N:29]([CH3:31])[CH3:30])[S:10][C:9]1=[N:14][C:15]1[CH:16]=[C:17]([CH:20]=[CH:21][C:22]=1[NH:23][CH2:24][CH3:25])[C:18]#[N:19])[C:2]1[CH:7]=[CH:6][CH:5]=[CH:4][CH:3]=1. The catalyst class is: 11. (2) Reactant: [CH2:1]([O:8][C@H:9]1[C@H:15]([O:16][CH2:17][C:18]2[CH:23]=[CH:22][CH:21]=[CH:20][CH:19]=2)[C@@H:14]([O:24][CH2:25][C:26]2[CH:31]=[CH:30][CH:29]=[CH:28][CH:27]=2)[C@:13]2([C:33]3[CH:38]=[CH:37][C:36]([Cl:39])=[C:35]([CH2:40][C:41]4[CH:46]=[CH:45][C:44]([O:47][C:48]([F:51])([F:50])[F:49])=[CH:43][CH:42]=4)[CH:34]=3)[O:32][C@@:10]1([CH:52]=[O:53])[CH2:11][O:12]2)[C:2]1[CH:7]=[CH:6][CH:5]=[CH:4][CH:3]=1.[CH3:54][Mg]Br. The catalyst class is: 7. Product: [CH2:1]([O:8][C@H:9]1[C@H:15]([O:16][CH2:17][C:18]2[CH:23]=[CH:22][CH:21]=[CH:20][CH:19]=2)[C@@H:14]([O:24][CH2:25][C:26]2[CH:31]=[CH:30][CH:29]=[CH:28][CH:27]=2)[C@:13]2([C:33]3[CH:38]=[CH:37][C:36]([Cl:39])=[C:35]([CH2:40][C:41]4[CH:42]=[CH:43][C:44]([O:47][C:48]([F:51])([F:50])[F:49])=[CH:45][CH:46]=4)[CH:34]=3)[O:32][C@@:10]1([CH:52]([OH:53])[CH3:54])[CH2:11][O:12]2)[C:2]1[CH:3]=[CH:4][CH:5]=[CH:6][CH:7]=1. (3) Reactant: FC(F)(F)S(O[C:7]1[CH:8]=[C:9]2[C:32](=[CH:33][CH:34]=1)[C:13]1=[N:14][O:15][C:16]([C:17]3[C:21]([C:22]([F:25])([F:24])[F:23])=[C:20]([C:26]4[CH:31]=[CH:30][CH:29]=[CH:28][CH:27]=4)[O:19][N:18]=3)=[C:12]1[CH2:11][C:10]2([F:36])[F:35])(=O)=O.[Cl-].[Li+].[CH2:41]([Sn](CCCC)(CCCC)C=C)[CH2:42]CC. Product: [F:35][C:10]1([F:36])[C:9]2[C:32](=[CH:33][CH:34]=[C:7]([CH:41]=[CH2:42])[CH:8]=2)[C:13]2=[N:14][O:15][C:16]([C:17]3[C:21]([C:22]([F:25])([F:23])[F:24])=[C:20]([C:26]4[CH:27]=[CH:28][CH:29]=[CH:30][CH:31]=4)[O:19][N:18]=3)=[C:12]2[CH2:11]1. The catalyst class is: 12. (4) Reactant: [CH3:1][O:2][C:3]1[CH:12]=[CH:11][C:6]2[C:7](=[O:10])[CH2:8][O:9][C:5]=2[C:4]=1/[CH:13]=[CH:14]/[CH2:15][CH:16]1[CH2:21][CH2:20][N:19]([C:22]([O:24][C:25]([CH3:28])([CH3:27])[CH3:26])=[O:23])[CH2:18][CH2:17]1.[NH:29]1[C:37]2[C:32](=[CH:33][CH:34]=[CH:35][CH:36]=2)[C:31]([CH:38]=O)=[N:30]1.N1CCCCC1. Product: [NH:29]1[C:37]2[C:32](=[CH:33][CH:34]=[CH:35][CH:36]=2)[C:31](/[CH:38]=[C:8]2\[O:9][C:5]3[C:4](/[CH:13]=[CH:14]/[CH2:15][CH:16]4[CH2:21][CH2:20][N:19]([C:22]([O:24][C:25]([CH3:28])([CH3:27])[CH3:26])=[O:23])[CH2:18][CH2:17]4)=[C:3]([O:2][CH3:1])[CH:12]=[CH:11][C:6]=3[C:7]\2=[O:10])=[N:30]1. The catalyst class is: 5. (5) Reactant: [NH2:1][C:2]1[CH:3]=[N:4][CH:5]=[CH:6][CH:7]=1.S(=O)(=O)(O)O.[N:13]([O-])=O.[Na+].[CH3:17][C:18](=[O:23])[CH2:19][C:20](=[O:22])[CH3:21].C([O-])(=O)C.[K+].C([O-])([O-])=O.[Na+].[Na+]. Product: [N:4]1[CH:5]=[CH:6][CH:7]=[C:2]([NH:1][N:13]=[C:19]([C:18](=[O:23])[CH3:17])[C:20](=[O:22])[CH3:21])[CH:3]=1. The catalyst class is: 97. (6) Reactant: O1CCOCC1.O.[F:8][C:9]1[CH:14]=[CH:13][C:12](B(O)O)=[CH:11][N:10]=1.[NH2:18][C:19]1[N:20]=[C:21]([C:41]2[CH:46]=[CH:45][C:44](F)=[CH:43][CH:42]=2)[C:22]2[C:31](=[O:32])[C:30]3[C:25](=[C:26](OS(C(F)(F)F)(=O)=O)[CH:27]=[CH:28][CH:29]=3)[C:23]=2[N:24]=1.C([O-])([O-])=O.[K+].[K+]. Product: [NH2:18][C:19]1[N:20]=[C:21]([C:41]2[CH:42]=[CH:43][CH:44]=[CH:45][CH:46]=2)[C:22]2[C:31](=[O:32])[C:30]3[C:25](=[C:26]([C:12]4[CH:11]=[N:10][C:9]([F:8])=[CH:14][CH:13]=4)[CH:27]=[CH:28][CH:29]=3)[C:23]=2[N:24]=1. The catalyst class is: 587.